Dataset: Peptide-MHC class I binding affinity with 185,985 pairs from IEDB/IMGT. Task: Regression. Given a peptide amino acid sequence and an MHC pseudo amino acid sequence, predict their binding affinity value. This is MHC class I binding data. (1) The peptide sequence is ILMDSIFVST. The MHC is HLA-A03:01 with pseudo-sequence HLA-A03:01. The binding affinity (normalized) is 0.0576. (2) The peptide sequence is RELVRKTRF. The MHC is HLA-A01:01 with pseudo-sequence HLA-A01:01. The binding affinity (normalized) is 0.0847. (3) The peptide sequence is EVRKYFCVKT. The MHC is HLA-A02:01 with pseudo-sequence HLA-A02:01. The binding affinity (normalized) is 0.0708.